The task is: Predict the product of the given reaction.. This data is from Forward reaction prediction with 1.9M reactions from USPTO patents (1976-2016). (1) Given the reactants [F:1][C:2]1([F:19])[CH2:6][CH2:5][C@@H:4]([C@@:7]([OH:18])([C:11]2[CH:16]=[CH:15][C:14]([Br:17])=[CH:13][CH:12]=2)[C:8]([OH:10])=[O:9])[CH2:3]1.O[C@@H:21]1[CH2:25][CH2:24][N:23](C(OC(C)(C)C)=O)[CH2:22]1, predict the reaction product. The product is: [F:19][C:2]1([F:1])[CH2:6][CH2:5][C@@H:4]([C@@:7]([OH:18])([C:11]2[CH:12]=[CH:13][C:14]([Br:17])=[CH:15][CH:16]=2)[C:8]([O:10][C@@H:21]2[CH2:25][CH2:24][NH:23][CH2:22]2)=[O:9])[CH2:3]1. (2) Given the reactants [CH3:1][C:2]([C:4]1[CH:5]=[CH:6][C:7]([OH:10])=[CH:8][CH:9]=1)=[O:3].C(=O)([O-])[O-].[K+].[K+].[CH2:17](Br)[C:18]1[CH:23]=[CH:22][CH:21]=[CH:20][CH:19]=1, predict the reaction product. The product is: [CH3:1][C:2]([C:4]1[CH:9]=[CH:8][C:7]([O:10][CH2:17][C:18]2[CH:23]=[CH:22][CH:21]=[CH:20][CH:19]=2)=[CH:6][CH:5]=1)=[O:3].